From a dataset of Reaction yield outcomes from USPTO patents with 853,638 reactions. Predict the reaction yield, written as a fraction of the theoretical maximum amount of product (1.0 means a 100% yield; for example, 0.34 means a 34% yield). (1) The reactants are [CH3:1][NH:2][NH2:3].C(O)(=O)C.[C:8]1([C:14]([CH:16]=O)=[O:15])[CH:13]=[CH:12][CH:11]=[CH:10][CH:9]=1. The catalyst is O. The product is [CH3:1][NH:2][N:3]=[CH:16][C:14](=[O:15])[C:8]1[CH:13]=[CH:12][CH:11]=[CH:10][CH:9]=1. The yield is 0.890. (2) The reactants are [N+:1]([C:4]1[CH:5]=[CH:6][CH:7]=[C:8]2[C:12]=1[NH:11][CH:10]=[CH:9]2)([O-:3])=[O:2].[Br:13]Br. The catalyst is ClCCl. The product is [Br:13][C:9]1[C:8]2[C:12](=[C:4]([N+:1]([O-:3])=[O:2])[CH:5]=[CH:6][CH:7]=2)[NH:11][CH:10]=1. The yield is 0.680. (3) The reactants are [CH3:1][O:2][C:3]1[CH:15]=[C:14]([O:16][CH3:17])[CH:13]=[CH:12][C:4]=1[CH2:5][NH:6][C:7]1[S:11][N:10]=[CH:9][N:8]=1.C(=O)=O.C[Si]([N-][Si](C)(C)C)(C)C.[Li+].[F:31][C:32]1[CH:37]=[CH:36][C:35]([S:38](Cl)(=[O:40])=[O:39])=[CH:34][C:33]=1[N+:42]([O-:44])=[O:43]. The catalyst is C1COCC1.O.CC(C)=O. The product is [CH3:1][O:2][C:3]1[CH:15]=[C:14]([O:16][CH3:17])[CH:13]=[CH:12][C:4]=1[CH2:5][N:6]([C:7]1[S:11][N:10]=[CH:9][N:8]=1)[S:38]([C:35]1[CH:36]=[CH:37][C:32]([F:31])=[C:33]([N+:42]([O-:44])=[O:43])[CH:34]=1)(=[O:39])=[O:40]. The yield is 0.542. (4) The reactants are [C:1]([C:3]1[CH:8]=[CH:7][CH:6]=[CH:5][C:4]=1[C:9]1[CH:14]=[CH:13][C:12]([CH2:15][C:16]2[C:17](=[O:42])[N:18]([C@H:28]3[CH2:33][CH2:32][C@H:31]([O:34][CH2:35][C:36](N(OC)C)=[O:37])[CH2:30][CH2:29]3)[C:19]3[N:20]([N:25]=[CH:26][CH:27]=3)[C:21]=2[CH2:22][CH2:23][CH3:24])=[CH:11][CH:10]=1)#[N:2].[CH:43]([Mg]Br)([CH3:45])[CH3:44].C(OCC)(=O)C. The catalyst is O1CCCC1. The product is [OH:37][CH:36]([CH:43]([CH3:45])[CH3:44])[CH2:35][O:34][C@H:31]1[CH2:32][CH2:33][C@H:28]([N:18]2[C:17](=[O:42])[C:16]([CH2:15][C:12]3[CH:13]=[CH:14][C:9]([C:4]4[C:3]([C:1]#[N:2])=[CH:8][CH:7]=[CH:6][CH:5]=4)=[CH:10][CH:11]=3)=[C:21]([CH2:22][CH2:23][CH3:24])[N:20]3[N:25]=[CH:26][CH:27]=[C:19]23)[CH2:29][CH2:30]1. The yield is 0.560. (5) The reactants are [SH:1][CH2:2][CH2:3][OH:4].[N+:5]([C:8]1[CH:13]=[C:12]([N+:14]([O-:16])=[O:15])[CH:11]=[CH:10][C:9]=1F)([O-:7])=[O:6].C(N(CC)CC)C. The catalyst is C(Cl)Cl. The product is [N+:5]([C:8]1[CH:13]=[C:12]([N+:14]([O-:16])=[O:15])[CH:11]=[CH:10][C:9]=1[S:1][CH2:2][CH2:3][OH:4])([O-:7])=[O:6]. The yield is 0.540.